The task is: Predict the reactants needed to synthesize the given product.. This data is from Full USPTO retrosynthesis dataset with 1.9M reactions from patents (1976-2016). (1) The reactants are: [CH2:1]1[CH:9]2[CH:4]([CH:5]3[CH2:10][CH:8]2[CH2:7][C:6]3=[N:11]O)[CH:3]=[CH:2]1. Given the product [CH2:1]1[CH:9]2[CH:4]([CH:5]3[CH2:10][CH:8]2[CH2:7][CH:6]3[NH2:11])[CH2:3][CH2:2]1, predict the reactants needed to synthesize it. (2) Given the product [F:38][C:34]1[CH:35]=[C:36]2[C:31](=[CH:32][CH:33]=1)[N:30]=[CH:29][C:28]([C:27]1[CH:26]=[N:25][N:6]3[C:7]([NH2:8])=[CH:2][CH:3]=[N:4][C:5]=13)=[CH:37]2, predict the reactants needed to synthesize it. The reactants are: Br[C:2]1[C:3](CNC2C[C@H](C)O[C@H](C)C2)=[N:4][C:5]2[N:6]([N:25]=[CH:26][C:27]=2[C:28]2[CH:29]=[N:30][C:31]3[C:36]([CH:37]=2)=[CH:35][C:34]([F:38])=[CH:33][CH:32]=3)[C:7]=1[N:8](COCC[Si](C)(C)C)COCC[Si](C)(C)C.O. (3) Given the product [Br:16][CH2:13][C:12]([C:7]1[CH:8]=[C:9]2[C:4](=[CH:5][CH:6]=1)[O:3][C:2]([CH3:15])([CH3:1])[CH2:11][CH2:10]2)=[O:14], predict the reactants needed to synthesize it. The reactants are: [CH3:1][C:2]1([CH3:15])[CH2:11][CH2:10][C:9]2[C:4](=[CH:5][CH:6]=[C:7]([C:12](=[O:14])[CH3:13])[CH:8]=2)[O:3]1.[Br:16]Br. (4) Given the product [C:51]([NH:25][CH2:29][CH2:30][N:9]1[C:10]2[C:15](=[CH:14][C:13]([O:16][CH3:17])=[C:12]([F:18])[CH:11]=2)[CH:7]=[C:8]1[C:19]([NH2:37])=[O:21])(=[O:54])[CH3:52], predict the reactants needed to synthesize it. The reactants are: C(NCC[C:7]1[C:15]2[C:10](=[CH:11][C:12]([F:18])=[C:13]([O:16][CH3:17])[CH:14]=2)[NH:9][C:8]=1[C:19]([OH:21])=O)(=O)C.[Cl-].[NH4+].O[N:25]1[C:29]2[CH:30]=CC=CC=2N=N1.Cl.C([N:37]=C=NCCCN(C)C)C.C(=O)([O-])O.[Na+].[CH:51]([O:54]C(C)C)(C)[CH3:52]. (5) Given the product [Cl:1][C:2]1[S:40][C:5]2[NH:6][C:7]([C:9]([NH:11][C@@H:12]3[CH2:20][C:19]4[C:14](=[CH:15][CH:16]=[CH:17][CH:18]=4)[C@H:13]3[N:21]([C:31](=[O:32])[CH:33]([CH2:37][OH:36])[OH:34])[CH2:22][CH2:23][OH:24])=[O:10])=[CH:8][C:4]=2[CH:3]=1, predict the reactants needed to synthesize it. The reactants are: [Cl:1][C:2]1[S:40][C:5]2[NH:6][C:7]([C:9]([NH:11][C@@H:12]3[CH2:20][C:19]4[C:14](=[CH:15][CH:16]=[CH:17][CH:18]=4)[C@H:13]3[N:21]([C:31]([CH:33]3[CH2:37][O:36]C(C)(C)[O:34]3)=[O:32])[CH2:22][CH2:23][O:24]C3CCCCO3)=[O:10])=[CH:8][C:4]=2[CH:3]=1. (6) Given the product [CH3:16][N:17]1[CH:21]=[C:20]([C:2]2[CH:3]=[N:4][C:5]3[C:10]([CH:11]=2)=[CH:9][C:8]([CH2:12][C:13]([OH:15])=[O:14])=[CH:7][CH:6]=3)[CH:19]=[N:18]1, predict the reactants needed to synthesize it. The reactants are: Br[C:2]1[CH:3]=[N:4][C:5]2[C:10]([CH:11]=1)=[CH:9][C:8]([CH2:12][C:13]([OH:15])=[O:14])=[CH:7][CH:6]=2.[CH3:16][N:17]1[CH:21]=[C:20](B2OC(C)(C)C(C)(C)O2)[CH:19]=[N:18]1.O1CCOCC1.C(=O)([O-])[O-].[K+].[K+]. (7) Given the product [Cl:10][C:8]1[CH:7]=[C:6]([S:11][C:12]2[CH:17]=[CH:16][C:15]([N+:18]([O-:20])=[O:19])=[CH:14][C:13]=2[S:21]([N:24]([CH3:33])[CH2:25][CH2:26][N:27]2[CH2:28][CH2:29][CH2:30][CH2:31][CH2:32]2)(=[O:22])=[O:23])[CH:5]=[C:4]([Cl:3])[CH:9]=1, predict the reactants needed to synthesize it. The reactants are: [H-].[Na+].[Cl:3][C:4]1[CH:5]=[C:6]([S:11][C:12]2[CH:17]=[CH:16][C:15]([N+:18]([O-:20])=[O:19])=[CH:14][C:13]=2[S:21]([NH:24][CH2:25][CH2:26][N:27]2[CH2:32][CH2:31][CH2:30][CH2:29][CH2:28]2)(=[O:23])=[O:22])[CH:7]=[C:8]([Cl:10])[CH:9]=1.[CH3:33]I. (8) Given the product [CH3:17][C:16]([S@@:14]([N:13]1[CH2:2][CH2:3][CH2:4][CH2:5][C@@H:6]1[C:7]1[CH:12]=[CH:11][CH:10]=[CH:9][CH:8]=1)=[O:15])([CH3:19])[CH3:18], predict the reactants needed to synthesize it. The reactants are: Cl[CH2:2][CH2:3][CH2:4][CH2:5]/[C:6](=[N:13]\[S@:14]([C:16]([CH3:19])([CH3:18])[CH3:17])=[O:15])/[C:7]1[CH:12]=[CH:11][CH:10]=[CH:9][CH:8]=1.